From a dataset of Catalyst prediction with 721,799 reactions and 888 catalyst types from USPTO. Predict which catalyst facilitates the given reaction. (1) Reactant: [Cl:1][C:2]1[CH:7]=[CH:6][N:5]=[C:4]([CH2:8][NH:9][C:10]2[O:11][C:12]3[C:18]([O:19][CH3:20])=[CH:17][C:16]([C:21]([OH:23])=O)=[CH:15][C:13]=3[N:14]=2)[CH:3]=1.[CH3:24][CH:25]1[CH2:30][NH:29][CH:28]([C:31]([OH:34])([CH3:33])[CH3:32])[CH2:27][O:26]1.C(N(CC)C(C)C)(C)C.CN(C(ON1N=NC2C=CC=NC1=2)=[N+](C)C)C.F[P-](F)(F)(F)(F)F. Product: [Cl:1][C:2]1[CH:7]=[CH:6][N:5]=[C:4]([CH2:8][NH:9][C:10]2[O:11][C:12]3[C:18]([O:19][CH3:20])=[CH:17][C:16]([C:21]([N:29]4[CH:28]([C:31]([OH:34])([CH3:32])[CH3:33])[CH2:27][O:26][CH:25]([CH3:24])[CH2:30]4)=[O:23])=[CH:15][C:13]=3[N:14]=2)[CH:3]=1. The catalyst class is: 9. (2) Reactant: [NH2:1][C:2]1[N:7]=[C:6]([N:8]2[C@H:13]([CH3:14])[CH2:12][CH2:11][C@H:10]([C:15]([OH:17])=O)[CH2:9]2)[CH:5]=[C:4]([C:18]2[CH:23]=[CH:22][C:21]([C:24]#[N:25])=[C:20]([F:26])[CH:19]=2)[N:3]=1.CN(C(ON1N=NC2C=CC=NC1=2)=[N+](C)C)C.F[P-](F)(F)(F)(F)F.CCN(C(C)C)C(C)C.[CH2:60]([NH2:67])[C:61]1[CH:66]=[CH:65][CH:64]=[CH:63][CH:62]=1. Product: [NH2:1][C:2]1[N:7]=[C:6]([N:8]2[C@H:13]([CH3:14])[CH2:12][CH2:11][C@H:10]([C:15]([NH:67][CH2:60][C:61]3[CH:66]=[CH:65][CH:64]=[CH:63][CH:62]=3)=[O:17])[CH2:9]2)[CH:5]=[C:4]([C:18]2[CH:23]=[CH:22][C:21]([C:24]#[N:25])=[C:20]([F:26])[CH:19]=2)[N:3]=1. The catalyst class is: 3. (3) Reactant: [C:1]([C@H:3]1[CH2:7][N:6]([CH2:8][C:9]2[CH:14]=[CH:13][CH:12]=[CH:11][CH:10]=2)[CH2:5][C@H:4]1[C:15]([O:17]CC)=[O:16])#[N:2].[OH-].[K+].Cl. Product: [C:1]([C@@H:3]1[CH2:7][N:6]([CH2:8][C:9]2[CH:14]=[CH:13][CH:12]=[CH:11][CH:10]=2)[CH2:5][C@@H:4]1[C:15]([OH:17])=[O:16])#[N:2]. The catalyst class is: 24.